This data is from Full USPTO retrosynthesis dataset with 1.9M reactions from patents (1976-2016). The task is: Predict the reactants needed to synthesize the given product. (1) Given the product [NH2:1][C:4]1[CH:12]=[CH:11][C:10]2[C:6](=[CH:7][N:8]([CH2:13][CH2:14][NH:15][S:16]([CH3:19])(=[O:18])=[O:17])[N:9]=2)[CH:5]=1, predict the reactants needed to synthesize it. The reactants are: [N+:1]([C:4]1[CH:12]=[CH:11][C:10]2[C:6](=[CH:7][N:8]([CH2:13][CH2:14][NH:15][S:16]([CH3:19])(=[O:18])=[O:17])[N:9]=2)[CH:5]=1)([O-])=O. (2) Given the product [Br:22][C:9]1[N:7]2[N:8]=[C:3]([O:2][CH3:1])[CH:4]=[CH:5][C:6]2=[N:11][C:10]=1[C:12]1[CH:17]=[CH:16][C:15]([CH3:18])=[C:14]([N+:19]([O-:21])=[O:20])[CH:13]=1, predict the reactants needed to synthesize it. The reactants are: [CH3:1][O:2][C:3]1[CH:4]=[CH:5][C:6]2[N:7]([CH:9]=[C:10]([C:12]3[CH:17]=[CH:16][C:15]([CH3:18])=[C:14]([N+:19]([O-:21])=[O:20])[CH:13]=3)[N:11]=2)[N:8]=1.[Br:22]N1C(=O)CCC1=O. (3) Given the product [CH2:1]([NH:8][C:9]([N:11]1[CH:16]2[C@H:17]([CH3:56])[N:18]([CH2:45][C:46]3[CH:47]=[CH:48][CH:49]=[C:50]4[C:55]=3[N:54]=[CH:53][CH:52]=[CH:51]4)[C:19](=[O:44])[C@H:20]([CH2:21][C:22]3[CH:43]=[CH:42][C:25]([O:26][C:27]([NH:29][CH:30]([CH2:38][CH:39]([CH3:41])[CH3:40])[C:31]([OH:33])=[O:32])=[O:28])=[CH:24][CH:23]=3)[N:15]2[C:14](=[O:57])[CH2:13][N:12]1[CH3:58])=[O:10])[C:2]1[CH:7]=[CH:6][CH:5]=[CH:4][CH:3]=1, predict the reactants needed to synthesize it. The reactants are: [CH2:1]([NH:8][C:9]([N:11]1[CH:16]2[C@H:17]([CH3:56])[N:18]([CH2:45][C:46]3[CH:47]=[CH:48][CH:49]=[C:50]4[C:55]=3[N:54]=[CH:53][CH:52]=[CH:51]4)[C:19](=[O:44])[C@H:20]([CH2:21][C:22]3[CH:43]=[CH:42][C:25]([O:26][C:27]([NH:29][CH:30]([CH2:38][CH:39]([CH3:41])[CH3:40])[C:31]([O:33]C(C)(C)C)=[O:32])=[O:28])=[CH:24][CH:23]=3)[N:15]2[C:14](=[O:57])[CH2:13][N:12]1[CH3:58])=[O:10])[C:2]1[CH:7]=[CH:6][CH:5]=[CH:4][CH:3]=1.FC(F)(F)C(O)=O.C(Cl)Cl. (4) Given the product [C:22]([O:26][C:27](=[O:34])[NH:28][C@@H:29]1[CH2:33][CH2:32][N:31]([C:8](=[O:21])[NH:9][C:10]2[S:11][C:12]3[N:13]=[CH:14][N:15]=[C:16]([O:19][CH3:20])[C:17]=3[N:18]=2)[CH2:30]1)([CH3:25])([CH3:23])[CH3:24], predict the reactants needed to synthesize it. The reactants are: C1(O[C:8](=[O:21])[NH:9][C:10]2[S:11][C:12]3[N:13]=[CH:14][N:15]=[C:16]([O:19][CH3:20])[C:17]=3[N:18]=2)C=CC=CC=1.[C:22]([O:26][C:27](=[O:34])[NH:28][C@@H:29]1[CH2:33][CH2:32][NH:31][CH2:30]1)([CH3:25])([CH3:24])[CH3:23]. (5) Given the product [F:8][C:9]1[CH:14]=[CH:13][CH:12]=[CH:11][C:10]=1[C@H:15]([NH:7][S@@:5]([C:2]([CH3:4])([CH3:3])[CH3:1])=[O:6])[CH3:16], predict the reactants needed to synthesize it. The reactants are: [CH3:1][C:2]([S@:5]([NH2:7])=[O:6])([CH3:4])[CH3:3].[F:8][C:9]1[CH:14]=[CH:13][CH:12]=[CH:11][C:10]=1[C:15](=O)[CH3:16].[BH4-].[Na+].